Dataset: Full USPTO retrosynthesis dataset with 1.9M reactions from patents (1976-2016). Task: Predict the reactants needed to synthesize the given product. (1) Given the product [C:23]([O:1][CH2:2][C@H:3]([N:5]1[CH:14]=[CH:13][C:12]2[C:7](=[CH:8][CH:9]=[C:10]([CH3:18])[C:11]=2[N+:15]([O-:17])=[O:16])[C:6]1=[O:19])[CH3:4])(=[O:25])[CH3:24], predict the reactants needed to synthesize it. The reactants are: [OH:1][CH2:2][C@H:3]([N:5]1[CH:14]=[CH:13][C:12]2[C:7](=[CH:8][CH:9]=[C:10]([CH3:18])[C:11]=2[N+:15]([O-:17])=[O:16])[C:6]1=[O:19])[CH3:4].C(Cl)Cl.[C:23](OC(=O)C)(=[O:25])[CH3:24].C(N(CC)CC)C. (2) Given the product [CH2:1]([O:8][C:9]1[CH:14]=[CH:13][C:12]([CH2:15][CH2:16][C:17]2[CH:22]=[CH:21][N:20]=[C:19]3[N:23]([CH2:69][C:70]([O:72][CH3:73])=[O:71])[N:24]=[C:25]([O:26][C@@H:27]4[O:53][C@H:52]([CH2:54][O:55][C:56](=[O:61])[C:57]([CH3:60])([CH3:59])[CH3:58])[C@@H:44]([O:45][C:46](=[O:51])[C:47]([CH3:48])([CH3:49])[CH3:50])[C@H:36]([O:37][C:38](=[O:43])[C:39]([CH3:42])([CH3:41])[CH3:40])[C@H:28]4[O:29][C:30](=[O:35])[C:31]([CH3:34])([CH3:32])[CH3:33])[C:18]=23)=[CH:11][CH:10]=1)[C:2]1[CH:7]=[CH:6][CH:5]=[CH:4][CH:3]=1, predict the reactants needed to synthesize it. The reactants are: [CH2:1]([O:8][C:9]1[CH:14]=[CH:13][C:12]([CH2:15][CH2:16][C:17]2[CH:22]=[CH:21][N:20]=[C:19]3[NH:23][N:24]=[C:25]([O:26][C@@H:27]4[O:53][C@H:52]([CH2:54][O:55][C:56](=[O:61])[C:57]([CH3:60])([CH3:59])[CH3:58])[C@@H:44]([O:45][C:46](=[O:51])[C:47]([CH3:50])([CH3:49])[CH3:48])[C@H:36]([O:37][C:38](=[O:43])[C:39]([CH3:42])([CH3:41])[CH3:40])[C@H:28]4[O:29][C:30](=[O:35])[C:31]([CH3:34])([CH3:33])[CH3:32])[C:18]=23)=[CH:11][CH:10]=1)[C:2]1[CH:7]=[CH:6][CH:5]=[CH:4][CH:3]=1.C(=O)([O-])[O-].[Cs+].[Cs+].Br[CH2:69][C:70]([O:72][CH3:73])=[O:71].[I-].[Na+].